Dataset: Reaction yield outcomes from USPTO patents with 853,638 reactions. Task: Predict the reaction yield, written as a fraction of the theoretical maximum amount of product (1.0 means a 100% yield; for example, 0.34 means a 34% yield). (1) The reactants are [Br:1][C:2]1[CH:3]=[C:4]([CH:9]=[CH:10][C:11]=1[CH2:12]Br)[C:5]([O:7][CH3:8])=[O:6].C([O-])([O-])=O.[K+].[K+].CC#N.[NH2:23][CH2:24][CH2:25][OH:26]. The catalyst is CO.C(Cl)Cl. The product is [Br:1][C:2]1[CH:3]=[C:4]([CH:9]=[CH:10][C:11]=1[CH2:12][NH:23][CH2:24][CH2:25][OH:26])[C:5]([O:7][CH3:8])=[O:6]. The yield is 0.560. (2) The reactants are Cl[C:2]1[CH:9]=[CH:8][C:5]([C:6]#[N:7])=[C:4]([O:10][CH2:11][CH2:12][O:13][CH:14]2[CH2:19][CH2:18][CH2:17][CH2:16][O:15]2)[N:3]=1.[Br:20][C:21]1[CH:28]=[CH:27][C:26]([OH:29])=[CH:25][C:22]=1[CH:23]=[O:24].C(=O)([O-])[O-].[K+].[K+]. The catalyst is CN(C=O)C. The product is [Br:20][C:21]1[CH:28]=[CH:27][C:26]([O:29][C:2]2[CH:9]=[CH:8][C:5]([C:6]#[N:7])=[C:4]([O:10][CH2:11][CH2:12][O:13][CH:14]3[CH2:19][CH2:18][CH2:17][CH2:16][O:15]3)[N:3]=2)=[CH:25][C:22]=1[CH:23]=[O:24]. The yield is 0.710. (3) The reactants are [F:1][C:2]([F:9])([CH3:8])/[CH:3]=[CH:4]/[C:5]([OH:7])=O.C(Cl)(=O)C(Cl)=O.Cl.Cl.Cl.[CH3:19][C:20]1[CH:25]=CN=[C:22]([N:26]2[CH2:30][CH2:29][C@H:28]([NH2:31])[CH2:27]2)[CH:21]=1.[CH2:32]([N:34](C(C)C)C(C)C)C. The catalyst is ClCCl.CN(C=O)C. The product is [F:9][C:2]([F:1])([CH3:8])/[CH:3]=[CH:4]/[C:5]([NH:31][C@H:28]1[CH2:29][CH2:30][N:26]([C:22]2[CH:32]=[N:34][CH:25]=[C:20]([CH3:19])[CH:21]=2)[CH2:27]1)=[O:7]. The yield is 0.670. (4) The reactants are C(OC([N:8]1[CH2:11][CH:10]([C:12]2[C:21]([N:22]3[CH2:27][CH2:26][CH2:25][CH2:24][CH2:23]3)=[N:20][C:19]3[C:14](=[CH:15][CH:16]=[CH:17][CH:18]=3)[N:13]=2)[CH2:9]1)=O)(C)(C)C.[ClH:28].CO. No catalyst specified. The product is [ClH:28].[NH:8]1[CH2:9][CH:10]([C:12]2[C:21]([N:22]3[CH2:23][CH2:24][CH2:25][CH2:26][CH2:27]3)=[N:20][C:19]3[C:14](=[CH:15][CH:16]=[CH:17][CH:18]=3)[N:13]=2)[CH2:11]1. The yield is 1.00. (5) The product is [Cl:23][C:3]1[C:2]([C:25]2[N:29]([CH3:30])[N:28]=[CH:27][N:26]=2)=[CH:6][S:5][C:4]=1[C:7]1[N:11]2[N:12]=[C:13]([CH3:21])[CH:14]=[C:15]([CH:16]([CH2:19][CH3:20])[CH2:17][CH3:18])[C:10]2=[N:9][C:8]=1[CH3:22]. The reactants are Br[C:2]1[C:3]([Cl:23])=[C:4]([C:7]2[N:11]3[N:12]=[C:13]([CH3:21])[CH:14]=[C:15]([CH:16]([CH2:19][CH3:20])[CH2:17][CH3:18])[C:10]3=[N:9][C:8]=2[CH3:22])[S:5][CH:6]=1.Br[C:25]1[N:29]([CH3:30])[N:28]=[CH:27][N:26]=1. The yield is 0.0900. The catalyst is CCOC(C)=O.[Zn].C1C=CC(P(C2C=CC=CC=2)[C-]2C=CC=C2)=CC=1.C1C=CC(P(C2C=CC=CC=2)[C-]2C=CC=C2)=CC=1.Cl[Pd]Cl.[Fe+2]. (6) No catalyst specified. The reactants are [F:1][C:2]1[CH:3]=[C:4]([CH2:10][C:11]([OH:13])=O)[CH:5]=[CH:6][C:7]=1[O:8][CH3:9].[F:14][C:15]1[CH:20]=[CH:19][CH:18]=[CH:17][C:16]=1[O:21][CH3:22]. The yield is 0.775. The product is [F:14][C:15]1[CH:20]=[C:19]([C:11](=[O:13])[CH2:10][C:4]2[CH:5]=[CH:6][C:7]([O:8][CH3:9])=[C:2]([F:1])[CH:3]=2)[CH:18]=[CH:17][C:16]=1[O:21][CH3:22]. (7) The product is [CH3:1][C:2]1[N:6]2[CH2:7][CH2:8][NH:9][CH:10]([CH2:11][OH:12])[C:5]2=[CH:4][CH:3]=1. The catalyst is C1COCC1. The yield is 0.930. The reactants are [CH3:1][C:2]1[N:6]2[CH2:7][CH2:8][N:9]=[C:10]([C:11](OCC)=[O:12])[C:5]2=[CH:4][CH:3]=1.[H-].[H-].[H-].[H-].[Li+].[Al+3].